Dataset: Full USPTO retrosynthesis dataset with 1.9M reactions from patents (1976-2016). Task: Predict the reactants needed to synthesize the given product. (1) Given the product [Cl:16][C:17]1[CH:18]=[C:19]2[C:24](=[CH:25][CH:26]=1)[N:23]=[C:2]([CH2:3][C:4]([O:6][CH3:7])=[O:5])[CH:8]=[CH:20]2, predict the reactants needed to synthesize it. The reactants are: O=[C:2]([CH3:8])[CH2:3][C:4]([O:6][CH3:7])=[O:5].C(OC(=O)C)(=O)C.[Cl:16][C:17]1[CH:18]=[C:19]2[C:24](=[CH:25][CH:26]=1)[N+:23]([O-])=CC=[CH:20]2.Cl. (2) Given the product [CH2:1]([O:3][C:4](=[O:18])[C:5]1[CH:10]=[C:9]([S:11][CH2:12][CH3:13])[CH:8]=[C:7]([NH2:14])[C:6]=1[NH2:15])[CH3:2], predict the reactants needed to synthesize it. The reactants are: [CH2:1]([O:3][C:4](=[O:18])[C:5]1[CH:10]=[C:9]([S:11][CH2:12][CH3:13])[CH:8]=[C:7]([NH2:14])[C:6]=1[N+:15]([O-])=O)[CH3:2].[O-]S(S([O-])=O)=O.[Na+].[Na+]. (3) Given the product [Br:8][C:27]1[S:26][C:24]2[N:25]=[C:20]([C:18]3[O:19][C:15]([CH3:14])=[CH:16][CH:17]=3)[N:21]=[C:22]([NH2:29])[C:23]=2[CH:28]=1, predict the reactants needed to synthesize it. The reactants are: C1C(=O)N([Br:8])C(=O)C1.C1COCC1.[CH3:14][C:15]1[O:19][C:18]([C:20]2[N:21]=[C:22]([NH2:29])[C:23]3[CH:28]=[CH:27][S:26][C:24]=3[N:25]=2)=[CH:17][CH:16]=1. (4) Given the product [CH2:19]([CH:5]([CH2:6][NH:7][C:8]1[S:9][CH:10]=[C:11]([C:13]2[CH:18]=[CH:17][CH:16]=[CH:15][CH:14]=2)[N:12]=1)[C:4]([OH:26])=[O:3])[C:20]1[CH:25]=[CH:24][CH:23]=[CH:22][CH:21]=1, predict the reactants needed to synthesize it. The reactants are: C([O:3][C:4](=[O:26])[CH:5]([CH2:19][C:20]1[CH:25]=[CH:24][CH:23]=[CH:22][CH:21]=1)[CH2:6][NH:7][C:8]1[S:9][CH:10]=[C:11]([C:13]2[CH:18]=[CH:17][CH:16]=[CH:15][CH:14]=2)[N:12]=1)C.[OH-].[K+].OS([O-])(=O)=O.[K+]. (5) Given the product [Cl:13][C:11]1[C:10]2[NH:9][N:8]=[CH:7][C:6]=2[C:5]2[CH2:14][N:15]([CH2:18][C:19]([F:21])([F:20])[F:22])[C:16](=[O:17])[C@H:2]([NH:1][C:39]([N:66]3[CH2:67][CH2:68][CH:63]([C:58]4[C:59](=[O:62])[NH:60][C:61]5[C:56]([CH:57]=4)=[CH:55][CH:54]=[CH:53][C:52]=5[F:51])[CH2:64][CH2:65]3)=[N:40][C:41]#[N:42])[CH2:3][C:4]=2[CH:12]=1, predict the reactants needed to synthesize it. The reactants are: [NH2:1][C@H:2]1[C:16](=[O:17])[N:15]([CH2:18][C:19]([F:22])([F:21])[F:20])[CH2:14][C:5]2[C:6]3[CH:7]=[N:8][NH:9][C:10]=3[C:11]([Cl:13])=[CH:12][C:4]=2[CH2:3]1.C(N(CC)C(C)C)(C)C.C1C=CC(O[C:39](OC2C=CC=CC=2)=[N:40][C:41]#[N:42])=CC=1.Cl.[F:51][C:52]1[CH:53]=[CH:54][CH:55]=[C:56]2[C:61]=1[NH:60][C:59](=[O:62])[C:58]([CH:63]1[CH2:68][CH2:67][NH:66][CH2:65][CH2:64]1)=[CH:57]2. (6) The reactants are: Br[C:2]1[CH:3]=[C:4]([N:8]2[C:12]3[N:13]=[C:14]([CH3:16])[S:15][C:11]=3[C:10]([C:17]([O:19][CH2:20][CH3:21])=[O:18])=[N:9]2)[CH:5]=[CH:6][CH:7]=1.[C:22]([C@:24]1([OH:31])[CH2:28][CH2:27][N:26]([CH3:29])[C:25]1=[O:30])#[CH:23]. Given the product [OH:31][C@@:24]1([C:22]#[C:23][C:2]2[CH:3]=[C:4]([N:8]3[C:12]4[N:13]=[C:14]([CH3:16])[S:15][C:11]=4[C:10]([C:17]([O:19][CH2:20][CH3:21])=[O:18])=[N:9]3)[CH:5]=[CH:6][CH:7]=2)[CH2:28][CH2:27][N:26]([CH3:29])[C:25]1=[O:30], predict the reactants needed to synthesize it. (7) Given the product [F:7][CH2:8][CH:9]([N:12]1[CH2:5][CH2:4][C:3](=[O:6])[CH2:2][CH2:1]1)[CH2:10][F:11], predict the reactants needed to synthesize it. The reactants are: [CH2:1]=[CH:2][CH:3]([OH:6])[CH:4]=[CH2:5].[F:7][CH2:8][CH:9]([NH2:12])[CH2:10][F:11].[N-]=C=O.